This data is from Forward reaction prediction with 1.9M reactions from USPTO patents (1976-2016). The task is: Predict the product of the given reaction. (1) Given the reactants NC1C=CC(C)=C2C=1C(=O)NC2.NC1C=CC=C2C=1C(=O)NC2.[I-].[K+].II.[N+]([O-])(OC(C)(C)C)=O.[I:36][C:37]1[CH:38]=[CH:39][C:40](C)=[C:41]2[C:45]=1[C:44](=[O:46])[NH:43][CH2:42]2, predict the reaction product. The product is: [I:36][C:37]1[CH:38]=[CH:39][CH:40]=[C:41]2[C:45]=1[C:44](=[O:46])[NH:43][CH2:42]2. (2) Given the reactants [Cl:1][C:2]1[C:7]([N+:8]([O-:10])=[O:9])=[CH:6][CH:5]=[C:4]([Cl:11])[C:3]=1[CH2:12][C:13]([OH:15])=O.[NH2:16][C:17]1[CH:22]=[CH:21][N:20]=[CH:19][C:18]=1[CH:23]=[O:24], predict the reaction product. The product is: [Cl:1][C:2]1[C:7]([N+:8]([O-:10])=[O:9])=[CH:6][CH:5]=[C:4]([Cl:11])[C:3]=1[CH2:12][C:13]([NH:16][C:17]1[CH:22]=[CH:21][N:20]=[CH:19][C:18]=1[CH:23]=[O:24])=[O:15]. (3) Given the reactants [F:1][C:2]([F:39])([F:38])[C:3]1[CH:4]=[C:5]([CH:31]=[C:32]([C:34]([F:37])([F:36])[F:35])[CH:33]=1)[CH2:6][N:7]([CH2:12][C:13]1[CH:18]=[C:17](I)[CH:16]=[CH:15][C:14]=1[C:20]1[CH:25]=[C:24]([CH:26]([CH3:28])[CH3:27])[CH:23]=[CH:22][C:21]=1[O:29][CH3:30])[C:8](=[O:11])[O:9][CH3:10].[C:40]([Cu])#[N:41].O, predict the reaction product. The product is: [F:1][C:2]([F:39])([F:38])[C:3]1[CH:4]=[C:5]([CH:31]=[C:32]([C:34]([F:37])([F:36])[F:35])[CH:33]=1)[CH2:6][N:7]([CH2:12][C:13]1[CH:18]=[C:17]([C:40]#[N:41])[CH:16]=[CH:15][C:14]=1[C:20]1[CH:25]=[C:24]([CH:26]([CH3:28])[CH3:27])[CH:23]=[CH:22][C:21]=1[O:29][CH3:30])[C:8](=[O:11])[O:9][CH3:10]. (4) The product is: [NH2:30][C:27]1[CH:26]=[CH:25][C:24]([C:23]([N:3]2[C:4]3[C:9](=[CH:8][CH:7]=[CH:6][CH:5]=3)[C@H:10]([N:12]([C:17]3[CH:18]=[CH:19][CH:20]=[CH:21][CH:22]=3)[C:13](=[O:16])[CH2:14][CH3:15])[CH2:11][C@@H:2]2[CH3:1])=[O:33])=[CH:29][CH:28]=1. Given the reactants [CH3:1][C@H:2]1[CH2:11][C@@H:10]([N:12]([C:17]2[CH:22]=[CH:21][CH:20]=[CH:19][CH:18]=2)[C:13](=[O:16])[CH2:14][CH3:15])[C:9]2[C:4](=[CH:5][CH:6]=[CH:7][CH:8]=2)[N:3]1[C:23](=[O:33])[C:24]1[CH:29]=[CH:28][C:27]([N+:30]([O-])=O)=[CH:26][CH:25]=1, predict the reaction product. (5) Given the reactants Cl[C:2]1[C:7]2[N:8]([CH2:15][C:16]3[N:24]([CH2:25][CH2:26][CH:27]([CH3:29])[CH3:28])[C:19]4=[N:20][CH:21]=[CH:22][CH:23]=[C:18]4[N:17]=3)[C:9](=[O:14])[N:10]([CH:11]([CH3:13])[CH3:12])[C:6]=2[CH:5]=[CH:4][N:3]=1.[C:30]([Zn]C#N)#[N:31], predict the reaction product. The product is: [CH2:25]([N:24]1[C:19]2=[N:20][CH:21]=[CH:22][CH:23]=[C:18]2[N:17]=[C:16]1[CH2:15][N:8]1[C:7]2[C:2]([C:30]#[N:31])=[N:3][CH:4]=[CH:5][C:6]=2[N:10]([CH:11]([CH3:13])[CH3:12])[C:9]1=[O:14])[CH2:26][CH:27]([CH3:29])[CH3:28]. (6) Given the reactants [F:1][C:2]([F:11])([F:10])[C:3]1[CH:8]=[CH:7][C:6]([NH2:9])=[CH:5][CH:4]=1.[N+:12]([C:15]1[CH:16]=[C:17]([CH:20]=[CH:21][CH:22]=1)[CH:18]=O)([O-:14])=[O:13], predict the reaction product. The product is: [N+:12]([C:15]1[CH:16]=[C:17]([CH:20]=[CH:21][CH:22]=1)[CH:18]=[N:9][C:6]1[CH:5]=[CH:4][C:3]([C:2]([F:10])([F:11])[F:1])=[CH:8][CH:7]=1)([O-:14])=[O:13]. (7) Given the reactants [Cl:1][C:2]1[CH:22]=[CH:21][C:5]([C:6]([C:8]2[CH:20]=[CH:19][C:11]([O:12][C:13]([CH3:18])([CH3:17])[C:14](Cl)=[O:15])=[CH:10][CH:9]=2)=[O:7])=[CH:4][CH:3]=1.[I:23][C:24]1[CH:29]=[CH:28][C:27]([OH:30])=[CH:26][CH:25]=1.C(=O)([O-])[O-].[Cs+].[Cs+], predict the reaction product. The product is: [Cl:1][C:2]1[CH:22]=[CH:21][C:5]([C:6]([C:8]2[CH:20]=[CH:19][C:11]([O:12][C:13]([CH3:18])([CH3:17])[C:14]([O:30][C:27]3[CH:28]=[CH:29][C:24]([I:23])=[CH:25][CH:26]=3)=[O:15])=[CH:10][CH:9]=2)=[O:7])=[CH:4][CH:3]=1. (8) Given the reactants [CH3:1][C:2]1[C:10]2[C:5](=[N:6][C:7]([C:22]3[CH:27]=[CH:26][C:25]([OH:28])=[CH:24][CH:23]=3)=[CH:8][C:9]=2[CH2:11][N:12]2[CH2:17][C:16]([CH3:19])([CH3:18])[NH:15][CH2:14][C:13]2([CH3:21])[CH3:20])[NH:4][N:3]=1.[CH3:29]C1C2C(C(O)=O)=CC(C3C=CC(OC4CCCCO4)=CC=3)=NC=2N(C2CCCCO2)N=1.C(N1CC(CC)(C)NCC1(C)C)C1C=CC=CC=1, predict the reaction product. The product is: [CH2:20]([C:13]1([CH3:21])[CH2:14][NH:15][C:16]([CH3:18])([CH3:19])[CH2:17][N:12]1[CH2:11][C:9]1[CH:8]=[C:7]([C:22]2[CH:23]=[CH:24][C:25]([OH:28])=[CH:26][CH:27]=2)[N:6]=[C:5]2[NH:4][N:3]=[C:2]([CH3:1])[C:10]=12)[CH3:29]. (9) Given the reactants [CH3:1][N:2]([CH2:4][C:5]1[CH:10]=[CH:9][C:8]([I:11])=[CH:7][CH:6]=1)C.IC1C=CC(CBr)=CC=1, predict the reaction product. The product is: [CH3:1][NH:2][CH2:4][C:5]1[CH:10]=[CH:9][C:8]([I:11])=[CH:7][CH:6]=1.